Regression. Given a peptide amino acid sequence and an MHC pseudo amino acid sequence, predict their binding affinity value. This is MHC class I binding data. From a dataset of Peptide-MHC class I binding affinity with 185,985 pairs from IEDB/IMGT. The binding affinity (normalized) is 0.761. The peptide sequence is RLFFYRKSV. The MHC is HLA-A02:01 with pseudo-sequence HLA-A02:01.